From a dataset of Peptide-MHC class I binding affinity with 185,985 pairs from IEDB/IMGT. Regression. Given a peptide amino acid sequence and an MHC pseudo amino acid sequence, predict their binding affinity value. This is MHC class I binding data. (1) The peptide sequence is KRRLRTLIL. The MHC is HLA-B08:01 with pseudo-sequence HLA-B08:01. The binding affinity (normalized) is 0.361. (2) The peptide sequence is ASEELMDKY. The MHC is HLA-A30:01 with pseudo-sequence HLA-A30:01. The binding affinity (normalized) is 0.0847. (3) The peptide sequence is VYRIMQRGLF. The MHC is HLA-A24:02 with pseudo-sequence HLA-A24:02. The binding affinity (normalized) is 0.575.